From a dataset of Full USPTO retrosynthesis dataset with 1.9M reactions from patents (1976-2016). Predict the reactants needed to synthesize the given product. (1) Given the product [NH2:1][C:2]1[N:3]=[CH:4][C:5]([C:8]2[CH:13]=[CH:12][C:11]([C:14]3[C:15]([C:20]([NH:24][C@H:25]([CH3:28])[CH2:26][OH:27])=[O:22])=[CH:16][CH:17]=[CH:18][CH:19]=3)=[CH:10][C:9]=2[F:23])=[N:6][CH:7]=1, predict the reactants needed to synthesize it. The reactants are: [NH2:1][C:2]1[CH:7]=[N:6][C:5]([C:8]2[CH:13]=[CH:12][C:11]([C:14]3[C:15]([C:20]([OH:22])=O)=[CH:16][CH:17]=[CH:18][CH:19]=3)=[CH:10][C:9]=2[F:23])=[CH:4][N:3]=1.[NH2:24][C@H:25]([CH3:28])[CH2:26][OH:27]. (2) Given the product [CH3:10][N:9]([CH3:11])[C:7]([C:6]1[CH:12]=[CH:13][C:3]([C:21]2[CH:22]=[CH:23][C:16]([NH2:15])=[C:17]([C:18]#[N:19])[CH:20]=2)=[CH:4][CH:5]=1)=[O:8], predict the reactants needed to synthesize it. The reactants are: OB(O)[C:3]1[CH:13]=[CH:12][C:6]([C:7]([N:9]([CH3:11])[CH3:10])=[O:8])=[CH:5][CH:4]=1.[NH2:15][C:16]1[CH:23]=[CH:22][C:21](Br)=[CH:20][C:17]=1[C:18]#[N:19].C(=O)([O-])[O-].[K+].[K+].COC(O)C(O)OC. (3) Given the product [F:21][CH:19]([F:20])[O:18][C:17]1[CH:16]=[C:15]2[C:11]([CH:12]=[CH:13][NH:14]2)=[CH:10][C:9]=1[OH:8], predict the reactants needed to synthesize it. The reactants are: C([O:8][C:9]1[CH:10]=[C:11]2[C:15](=[CH:16][C:17]=1[O:18][CH:19]([F:21])[F:20])[NH:14][CH:13]=[CH:12]2)C1C=CC=CC=1. (4) Given the product [CH3:1][C:2]([CH3:33])=[CH:3][CH2:4][C@H:5]1[O:7][C@@:6]1([C@@H:9]1[C@:14]2([O:16][CH2:15]2)[CH2:13][CH2:12][C@@H:11]([OH:17])[C@H:10]1[O:31][CH3:32])[CH3:8], predict the reactants needed to synthesize it. The reactants are: [CH3:1][C:2]([CH3:33])=[CH:3][CH2:4][C@H:5]1[O:7][C@@:6]1([C@@H:9]1[C@:14]2([O:16][CH2:15]2)[CH2:13][CH2:12][C@@H:11]([O:17]C(/C=C/C=C/C=C/C=C/C(O)=O)=O)[C@H:10]1[O:31][CH3:32])[CH3:8].[OH-].[Na+]. (5) Given the product [CH2:1]([O:3][C:4](=[O:17])[CH2:5][C:6]1[C:15]2[C:10](=[CH:11][CH:12]=[CH:13][CH:14]=2)[CH:9]=[C:8]([N:30]2[CH2:29][C:26]3([CH2:28][CH2:27]3)[N:25]([CH2:18][C:19]3[CH:24]=[CH:23][CH:22]=[CH:21][CH:20]=3)[CH2:32][CH2:31]2)[N:7]=1)[CH3:2], predict the reactants needed to synthesize it. The reactants are: [CH2:1]([O:3][C:4](=[O:17])[CH2:5][C:6]1[C:15]2[C:10](=[CH:11][CH:12]=[CH:13][CH:14]=2)[CH:9]=[C:8](Cl)[N:7]=1)[CH3:2].[CH2:18]([N:25]1[CH2:32][CH2:31][NH:30][CH2:29][C:26]21[CH2:28][CH2:27]2)[C:19]1[CH:24]=[CH:23][CH:22]=[CH:21][CH:20]=1.CC([O-])(C)C.[Na+].C1C=CC(P(C2C(C3C(P(C4C=CC=CC=4)C4C=CC=CC=4)=CC=C4C=3C=CC=C4)=C3C(C=CC=C3)=CC=2)C2C=CC=CC=2)=CC=1. (6) The reactants are: [C:1]1(=O)[O:6][C:4](=[O:5])[CH:3]=[CH:2]1.[NH2:8][CH2:9][CH2:10][CH2:11][CH2:12][CH2:13][C:14]([OH:16])=[O:15].C1(C)C=CC=CC=1. Given the product [C:1]1(=[O:6])[N:8]([CH2:9][CH2:10][CH2:11][CH2:12][CH2:13][C:14]([OH:16])=[O:15])[C:4](=[O:5])[CH:3]=[CH:2]1, predict the reactants needed to synthesize it.